Dataset: Forward reaction prediction with 1.9M reactions from USPTO patents (1976-2016). Task: Predict the product of the given reaction. (1) Given the reactants [O:1]=[C:2]1[CH2:5][N:4]([C:6]([O:8][C:9]([CH3:12])([CH3:11])[CH3:10])=[O:7])[CH2:3]1.C([N:15]([CH2:18]C)CC)C.[Si:20](C#N)([CH3:23])([CH3:22])[CH3:21], predict the reaction product. The product is: [C:18]([C:2]1([O:1][Si:20]([CH3:23])([CH3:22])[CH3:21])[CH2:5][N:4]([C:6]([O:8][C:9]([CH3:12])([CH3:11])[CH3:10])=[O:7])[CH2:3]1)#[N:15]. (2) Given the reactants [Br:1][C:2]1[CH:10]=[CH:9][C:5]([C:6](Cl)=[O:7])=[CH:4][CH:3]=1.[CH:11]([NH:14][CH:15]([CH3:17])[CH3:16])([CH3:13])[CH3:12], predict the reaction product. The product is: [CH:11]([N:14]([CH:15]([CH3:17])[CH3:16])[C:6](=[O:7])[C:5]1[CH:9]=[CH:10][C:2]([Br:1])=[CH:3][CH:4]=1)([CH3:13])[CH3:12]. (3) Given the reactants [Cl:1][C:2]1[CH:3]=[C:4]([CH:32]=[CH:33][CH:34]=1)[CH2:5][N:6]1[C:10]2[CH:11]=[C:12]([F:16])[C:13]([F:15])=[CH:14][C:9]=2[N:8]=[C:7]1[C:17]1[C:18]([O:23][CH2:24][C:25]2[CH:30]=C[CH:28]=[CH:27][C:26]=2Cl)=[N:19][CH:20]=[CH:21][CH:22]=1.C1(CO)CCCC1, predict the reaction product. The product is: [Cl:1][C:2]1[CH:3]=[C:4]([CH:32]=[CH:33][CH:34]=1)[CH2:5][N:6]1[C:10]2[CH:11]=[C:12]([F:16])[C:13]([F:15])=[CH:14][C:9]=2[N:8]=[C:7]1[C:17]1[C:18]([O:23][CH2:24][CH:25]2[CH2:26][CH2:27][CH2:28][CH2:30]2)=[N:19][CH:20]=[CH:21][CH:22]=1. (4) Given the reactants [BH4-].[Na+].[I-].[CH2:4]([N+:6]1[CH2:15][CH2:14][C:13]2[C:8](=[C:9]([O:18][CH3:19])[CH:10]=[C:11]([O:16][CH3:17])[CH:12]=2)[CH:7]=1)[CH3:5], predict the reaction product. The product is: [CH2:4]([N:6]1[CH2:15][CH2:14][C:13]2[C:8](=[C:9]([O:18][CH3:19])[CH:10]=[C:11]([O:16][CH3:17])[CH:12]=2)[CH2:7]1)[CH3:5]. (5) Given the reactants [C:1](OC(=O)C)(=[O:3])C.C(O)=O.[Br:11][C:12]1[N:17]=[C:16]([CH2:18][NH:19][CH2:20][C:21]2[CH:26]=[CH:25][C:24]([O:27][CH3:28])=[CH:23][C:22]=2[O:29][CH3:30])[CH:15]=[CH:14][CH:13]=1, predict the reaction product. The product is: [Br:11][C:12]1[N:17]=[C:16]([CH2:18][N:19]([CH2:20][C:21]2[CH:26]=[CH:25][C:24]([O:27][CH3:28])=[CH:23][C:22]=2[O:29][CH3:30])[CH:1]=[O:3])[CH:15]=[CH:14][CH:13]=1. (6) Given the reactants [OH:1][CH2:2][C:3]1[S:7][C:6]([C:8]([OH:10])=[O:9])=[C:5]([CH3:11])[C:4]=1[CH3:12], predict the reaction product. The product is: [CH:2]([C:3]1[S:7][C:6]([C:8]([OH:10])=[O:9])=[C:5]([CH3:11])[C:4]=1[CH3:12])=[O:1]. (7) Given the reactants [CH3:1][C:2]1[CH:7]=[CH:6][CH:5]=[CH:4][C:3]=1B(O)O.Cl[C:12]1[CH:17]=[CH:16][C:15]([C:18]2[C:27]3[C:22](=[CH:23][C:24]([S:28]([NH:31][C:32]4[CH:37]=[CH:36][N:35]=[CH:34][N:33]=4)(=[O:30])=[O:29])=[CH:25][CH:26]=3)[CH:21]=[CH:20][N:19]=2)=[C:14]([O:38][CH3:39])[CH:13]=1.P([O-])([O-])([O-])=O.[K+].[K+].[K+].O1CCOCC1, predict the reaction product. The product is: [CH3:39][O:38][C:14]1[CH:13]=[C:12]([C:3]2[CH:4]=[CH:5][CH:6]=[CH:7][C:2]=2[CH3:1])[CH:17]=[CH:16][C:15]=1[C:18]1[C:27]2[C:22](=[CH:23][C:24]([S:28]([NH:31][C:32]3[CH:37]=[CH:36][N:35]=[CH:34][N:33]=3)(=[O:30])=[O:29])=[CH:25][CH:26]=2)[CH:21]=[CH:20][N:19]=1. (8) Given the reactants [O:1]=[C:2]1[C:10]2([CH2:14][O:13][C:12]3[CH:15]=[C:16]4[C:20](=[CH:21][C:11]2=3)[CH2:19][CH2:18][O:17]4)[C:9]2[C:4](=[CH:5][CH:6]=[CH:7][CH:8]=2)[N:3]1[CH2:22][CH2:23][CH:24]=[O:25].[CH3:26][Mg]Br, predict the reaction product. The product is: [OH:25][CH:24]([CH3:26])[CH2:23][CH2:22][N:3]1[C:4]2[C:9](=[CH:8][CH:7]=[CH:6][CH:5]=2)[C:10]2([CH2:14][O:13][C:12]3[CH:15]=[C:16]4[C:20](=[CH:21][C:11]2=3)[CH2:19][CH2:18][O:17]4)[C:2]1=[O:1]. (9) The product is: [OH:7][CH2:6][C:5]([NH:4][C:1](=[O:3])[CH3:2])([CH2:11][OH:12])[CH2:16][CH:17]([OH:18])[C:19]1[CH:24]=[CH:23][C:22]([S:25][C:26]2[CH:31]=[CH:30][C:29]([C:32]3[N:33]=[C:34]([CH:37]([CH3:38])[CH3:39])[O:35][CH:36]=3)=[CH:28][CH:27]=2)=[CH:21][CH:20]=1. Given the reactants [C:1]([NH:4][C:5]([CH2:16][C:17]([C:19]1[CH:24]=[CH:23][C:22]([S:25][C:26]2[CH:31]=[CH:30][C:29]([C:32]3[N:33]=[C:34]([CH:37]([CH3:39])[CH3:38])[O:35][CH:36]=3)=[CH:28][CH:27]=2)=[CH:21][CH:20]=1)=[O:18])([C:11](OCC)=[O:12])[C:6](OCC)=[O:7])(=[O:3])[CH3:2].OP([O-])([O-])=O.[K+].[K+].[BH4-].[Na+].[OH-].[Na+], predict the reaction product. (10) Given the reactants O=[C:2]1[CH2:7][CH2:6][N:5]([C:8]([O:10][C:11]([CH3:14])([CH3:13])[CH3:12])=[O:9])[CH2:4][CH2:3]1.[H-].[Na+].[OH2:17].[CH2:18]1[CH2:22][O:21][CH2:20][CH2:19]1, predict the reaction product. The product is: [CH2:20]([O:21][C:22](=[O:17])[CH:18]=[C:2]1[CH2:7][CH2:6][N:5]([C:8]([O:10][C:11]([CH3:14])([CH3:13])[CH3:12])=[O:9])[CH2:4][CH2:3]1)[CH3:19].